Dataset: Full USPTO retrosynthesis dataset with 1.9M reactions from patents (1976-2016). Task: Predict the reactants needed to synthesize the given product. (1) Given the product [N:1]([CH2:6][C:7]1([C:20]([O:22][CH3:23])=[O:21])[CH2:8][CH2:9][N:10]([C:13]([O:15][C:16]([CH3:17])([CH3:18])[CH3:19])=[O:14])[CH2:11][CH2:12]1)=[N+:2]=[N-:3], predict the reactants needed to synthesize it. The reactants are: [N-:1]=[N+:2]=[N-:3].[Na+].I[CH2:6][C:7]1([C:20]([O:22][CH3:23])=[O:21])[CH2:12][CH2:11][N:10]([C:13]([O:15][C:16]([CH3:19])([CH3:18])[CH3:17])=[O:14])[CH2:9][CH2:8]1. (2) Given the product [NH2:21][C:18]1[N:19]=[CH:20][C:15]([C:30]2[CH:31]=[CH:32][C:27]([C:25]([OH:26])=[O:24])=[N:28][CH:29]=2)=[CH:16][N:17]=1, predict the reactants needed to synthesize it. The reactants are: C(=O)([O-])[O-].[Na+].[Na+].CC1(C)C(C)(C)OB([C:15]2[CH:16]=[N:17][C:18]([NH2:21])=[N:19][CH:20]=2)O1.C[O:24][C:25]([C:27]1[CH:32]=[CH:31][C:30](Br)=[CH:29][N:28]=1)=[O:26]. (3) The reactants are: C([O:3][C:4](=[O:30])[CH2:5][S:6][C:7]1[S:11][C:10]([NH:12][C:13]([N:15](CC2CCCC2)[C:16]2[CH:21]=[CH:20][C:19]([F:22])=[C:18]([Cl:23])[CH:17]=2)=[O:14])=[N:9][CH:8]=1)C.[CH:31]1(N(C2C=CC(S(C)(=O)=O)=CC=2)C(=O)N(C)C2SC=C(CC(O)=O)N=2)[CH2:35][CH2:34][CH2:33][CH2:32]1.[CH:60]1(CNC2C=CC(F)=C(Cl)C=2)CCCC1.C(OC(=O)CSC1SC(N)=NC=1)C. Given the product [Cl:23][C:18]1[CH:17]=[C:16]([N:15]([CH:31]2[CH2:35][CH2:34][CH2:33][CH2:32]2)[C:13](=[O:14])[N:12]([CH3:60])[C:10]2[S:11][C:7]([S:6][CH2:5][C:4]([OH:3])=[O:30])=[CH:8][N:9]=2)[CH:21]=[CH:20][C:19]=1[F:22], predict the reactants needed to synthesize it. (4) Given the product [N:29]([CH2:2][CH2:3][CH2:4][S:5]([O:8][CH2:9][C:10]([CH3:28])([CH3:27])[CH:11]([O:17][CH2:18][C:19]1[CH:24]=[CH:23][C:22]([O:25][CH3:26])=[CH:21][CH:20]=1)[C:12]([O:14][CH2:15][CH3:16])=[O:13])(=[O:7])=[O:6])=[N+:30]=[N-:31], predict the reactants needed to synthesize it. The reactants are: Cl[CH2:2][CH2:3][CH2:4][S:5]([O:8][CH2:9][C:10]([CH3:28])([CH3:27])[CH:11]([O:17][CH2:18][C:19]1[CH:24]=[CH:23][C:22]([O:25][CH3:26])=[CH:21][CH:20]=1)[C:12]([O:14][CH2:15][CH3:16])=[O:13])(=[O:7])=[O:6].[N-:29]=[N+:30]=[N-:31].[Na+]. (5) Given the product [CH:31]([N:23]([CH2:22][C:20]1[CH:19]=[CH:18][CH:17]=[C:16]2[N:15]([C:34]3[C:35]4[CH:42]([CH:43]([CH3:45])[CH3:44])[CH2:41][CH2:40][C:36]=4[N:37]=[CH:38][N:39]=3)[CH2:14][C:11]3([CH2:12][CH2:13][NH:8][CH2:9][CH2:10]3)[C:21]=12)[C:24](=[O:30])[O:25][C:26]([CH3:28])([CH3:29])[CH3:27])([CH3:33])[CH3:32], predict the reactants needed to synthesize it. The reactants are: C([N:8]1[CH2:13][CH2:12][C:11]2([C:21]3[C:16](=[CH:17][CH:18]=[CH:19][C:20]=3[CH2:22][N:23]([CH:31]([CH3:33])[CH3:32])[C:24](=[O:30])[O:25][C:26]([CH3:29])([CH3:28])[CH3:27])[N:15]([C:34]3[C:35]4[CH:42]([CH:43]([CH3:45])[CH3:44])[CH2:41][CH2:40][C:36]=4[N:37]=[CH:38][N:39]=3)[CH2:14]2)[CH2:10][CH2:9]1)C1C=CC=CC=1.C([O-])=O.[NH4+]. (6) Given the product [Cl:28][C:4]1[C:5]([CH:8]2[CH2:13][C:12]([CH3:27])([S:14]([C:17]3[CH:22]=[CH:21][CH:20]=[C:19]([C:23]([F:26])([F:25])[F:24])[CH:18]=3)(=[O:16])=[O:15])[CH2:11][CH2:10][O:9]2)=[N:6][CH:7]=[C:2]([S:30]([CH3:29])(=[O:32])=[O:31])[CH:3]=1, predict the reactants needed to synthesize it. The reactants are: Br[C:2]1[CH:3]=[C:4]([Cl:28])[C:5]([CH:8]2[CH2:13][C:12]([CH3:27])([S:14]([C:17]3[CH:22]=[CH:21][CH:20]=[C:19]([C:23]([F:26])([F:25])[F:24])[CH:18]=3)(=[O:16])=[O:15])[CH2:11][CH2:10][O:9]2)=[N:6][CH:7]=1.[CH3:29][S:30]([O-:32])=[O:31].[Na+].[Na+].N1CCC[C@H]1C([O-])=O. (7) Given the product [C:15]([O:14][C:13](=[O:19])[NH:12][CH2:11][CH2:10][NH:9][C:2]1[CH:3]=[N:4][CH:5]=[C:6]([Br:8])[CH:7]=1)([CH3:18])([CH3:16])[CH3:17], predict the reactants needed to synthesize it. The reactants are: Br[C:2]1[CH:3]=[N:4][CH:5]=[C:6]([Br:8])[CH:7]=1.[NH2:9][CH2:10][CH2:11][NH:12][C:13](=[O:19])[O:14][C:15]([CH3:18])([CH3:17])[CH3:16].C1C=CC(P(C2C=CC3C(=CC=CC=3)C=2C2C3C(=CC=CC=3)C=CC=2P(C2C=CC=CC=2)C2C=CC=CC=2)C2C=CC=CC=2)=CC=1.C([O-])([O-])=O.[Cs+].[Cs+].